This data is from Retrosynthesis with 50K atom-mapped reactions and 10 reaction types from USPTO. The task is: Predict the reactants needed to synthesize the given product. (1) The reactants are: CNc1cnc(C)cc1I.COc1cc(F)ccc1B(O)O. Given the product CNc1cnc(C)cc1-c1ccc(F)cc1OC, predict the reactants needed to synthesize it. (2) Given the product CN1CCN(c2ccc(Nc3cc(Br)cnc3C#N)cc2)CC1, predict the reactants needed to synthesize it. The reactants are: CN1CCN(c2ccc(N)cc2)CC1.N#Cc1ncc(Br)cc1F. (3) Given the product CCOC(=O)CC(=O)N(CCC(=O)OC)Cc1ccc(N)cc1, predict the reactants needed to synthesize it. The reactants are: CCOC(=O)CC(=O)N(CCC(=O)OC)Cc1ccc([N+](=O)[O-])cc1. (4) Given the product CCS(=O)(=O)c1ccc(Cl)cc1CNC(=O)c1ccc(CN2CCN(C(C)C)CC2)c(C(F)(F)F)c1, predict the reactants needed to synthesize it. The reactants are: CC(=O)O[BH-](OC(C)=O)OC(C)=O.CCS(=O)(=O)c1ccc(Cl)cc1CNC(=O)c1ccc(CN2CCNCC2)c(C(F)(F)F)c1. (5) Given the product O=C(NCCN1CCOCC1)c1ccc(C(=O)c2cc([N+](=O)[O-])ccc2Cl)[nH]1, predict the reactants needed to synthesize it. The reactants are: NCCN1CCOCC1.O=C(Cl)c1ccc(C(=O)c2cc([N+](=O)[O-])ccc2Cl)[nH]1. (6) Given the product CCOC(=O)C1=C(COCc2nnn(CCNS(C)(=O)=O)n2)NC(C)=C(C(=O)OC)C1c1cccc(Cl)c1Cl, predict the reactants needed to synthesize it. The reactants are: CCOC(=O)C1=C(COCc2nnn(CCN)n2)NC(C)=C(C(=O)OC)C1c1cccc(Cl)c1Cl.CS(=O)(=O)Cl. (7) Given the product Nc1ccc2c(Nc3cccc(Br)c3)ncnc2n1, predict the reactants needed to synthesize it. The reactants are: Fc1ccc2c(Nc3cccc(Br)c3)ncnc2n1.N. (8) Given the product C[C@H]1COCCN1C[C@H]1CN(S(=O)(=O)c2cccs2)CCN1c1ccc(C(O)(CO)C(F)(F)F)cc1, predict the reactants needed to synthesize it. The reactants are: C[C@H]1COCCN1C[C@H]1CN(S(=O)(=O)c2cccs2)CCN1.OCC(O)(c1ccc(Br)cc1)C(F)(F)F. (9) Given the product O=C1N[C@@H]2CNCC2c2cccc(C(F)(F)F)c21, predict the reactants needed to synthesize it. The reactants are: CC(C)(C)OC(=O)N1C[C@H]2NC(=O)c3c(cccc3C(F)(F)F)[C@@H]2C1. (10) Given the product CC(=O)NCCNC(=O)c1ccc(N(C)C(=O)c2cc3c(s2)-c2ccccc2OCC3)c(Cl)c1, predict the reactants needed to synthesize it. The reactants are: CC(=O)NCCN.CN(C(=O)c1cc2c(s1)-c1ccccc1OCC2)c1ccc(C(=O)O)cc1Cl.